This data is from Forward reaction prediction with 1.9M reactions from USPTO patents (1976-2016). The task is: Predict the product of the given reaction. (1) Given the reactants [N:1]12[CH2:8][CH2:7][C:4]([O:9][C:10](=[O:38])[NH:11][C:12]3[CH:17]=[C:16]([CH2:18][CH2:19][CH2:20][C:21]([NH:23][C:24]4[CH:25]=[N:26][C:27]([CH:30]=O)=[CH:28][CH:29]=4)=[O:22])[CH:15]=[CH:14][C:13]=3[C:32]3[CH:37]=[CH:36][CH:35]=[CH:34][CH:33]=3)([CH2:5][CH2:6]1)[CH2:3][CH2:2]2.C(O)(=O)C.[NH2:43][CH2:44][C@@H:45]([C:54]1[CH:63]=[CH:62][C:61]([OH:64])=[C:60]2[C:55]=1[CH:56]=[CH:57][C:58](=[O:65])[NH:59]2)[O:46][Si:47]([C:50]([CH3:53])([CH3:52])[CH3:51])([CH3:49])[CH3:48].C(O[BH-](OC(=O)C)OC(=O)C)(=O)C.[Na+], predict the reaction product. The product is: [N:1]12[CH2:8][CH2:7][C:4]([O:9][C:10](=[O:38])[NH:11][C:12]3[CH:17]=[C:16]([CH2:18][CH2:19][CH2:20][C:21]([NH:23][C:24]4[CH:25]=[N:26][C:27]([CH2:30][NH:43][CH2:44][C@H:45]([O:46][Si:47]([C:50]([CH3:53])([CH3:52])[CH3:51])([CH3:49])[CH3:48])[C:54]5[CH:63]=[CH:62][C:61]([OH:64])=[C:60]6[C:55]=5[CH:56]=[CH:57][C:58](=[O:65])[NH:59]6)=[CH:28][CH:29]=4)=[O:22])[CH:15]=[CH:14][C:13]=3[C:32]3[CH:37]=[CH:36][CH:35]=[CH:34][CH:33]=3)([CH2:5][CH2:6]1)[CH2:3][CH2:2]2. (2) Given the reactants [CH3:1][O:2][C:3](=[O:21])[C@H:4]([CH2:13][C:14]1[CH:19]=[CH:18][C:17]([OH:20])=[CH:16][CH:15]=1)[NH:5][C:6]([O:8][C:9]([CH3:12])([CH3:11])[CH3:10])=[O:7].[H-].[Na+].[F:24][C:25]1[CH:32]=[C:31]([F:33])[CH:30]=[CH:29][C:26]=1[CH2:27]Br, predict the reaction product. The product is: [CH3:1][O:2][C:3](=[O:21])[C@@H:4]([NH:5][C:6]([O:8][C:9]([CH3:12])([CH3:10])[CH3:11])=[O:7])[CH2:13][C:14]1[CH:19]=[CH:18][C:17]([O:20][CH2:27][C:26]2[CH:29]=[CH:30][C:31]([F:33])=[CH:32][C:25]=2[F:24])=[CH:16][CH:15]=1.